Task: Predict the reactants needed to synthesize the given product.. Dataset: Full USPTO retrosynthesis dataset with 1.9M reactions from patents (1976-2016) (1) Given the product [F:6][C@H:3]([CH2:4][OH:5])[CH2:2][NH:1][C:13](=[O:14])[O:15][C:16]([CH3:19])([CH3:18])[CH3:17], predict the reactants needed to synthesize it. The reactants are: [NH2:1][CH2:2][C@H:3]([F:6])[CH2:4][OH:5].C(=O)([O-])[O-].[K+].[K+].[C:13](O[C:13]([O:15][C:16]([CH3:19])([CH3:18])[CH3:17])=[O:14])([O:15][C:16]([CH3:19])([CH3:18])[CH3:17])=[O:14]. (2) Given the product [CH3:1][CH2:2][CH2:3][CH2:4][C:5]1[O:13][C:12]2[CH:11]=[CH:10][C:9]([NH:14][S:15]([CH3:18])(=[O:17])=[O:16])=[CH:8][C:7]=2[C:6]=1[C:19]([C:21]1[CH:22]=[CH:23][C:24]([O:27][CH2:28][CH2:29][CH2:30][N:31]([CH2:36][CH2:37][CH2:38][CH3:39])[CH2:32][CH2:33][CH2:34][CH3:35])=[CH:25][CH:26]=1)=[O:20], predict the reactants needed to synthesize it. The reactants are: [CH3:1][CH2:2][CH2:3][CH2:4][C:5]1[O:13][C:12]2[CH:11]=[CH:10][C:9]([NH:14][S:15]([CH3:18])(=[O:17])=[O:16])=[CH:8][C:7]=2[C:6]=1[C:19]([C:21]1[CH:22]=[CH:23][C:24]([O:27][CH2:28][CH2:29][CH2:30][N:31]([CH2:36][CH2:37][CH2:38][CH3:39])[CH2:32][CH2:33][CH2:34][CH3:35])=[CH:25][CH:26]=1)=[O:20].Cl.C(=O)(O)[O-].[Na+]. (3) The reactants are: [CH3:1][C:2]([Si:5](Cl)([CH3:7])[CH3:6])([CH3:4])[CH3:3].N1C=CN=C1.[S:14]1[CH:18]=[CH:17][N:16]=[C:15]1[CH2:19][CH2:20][CH2:21][OH:22]. Given the product [Si:5]([O:22][CH2:21][CH2:20][CH2:19][C:15]1[S:14][CH:18]=[CH:17][N:16]=1)([C:2]([CH3:4])([CH3:3])[CH3:1])([CH3:7])[CH3:6], predict the reactants needed to synthesize it. (4) The reactants are: [CH3:1][C:2]1[CH:3]=[C:4]([CH:7]=[CH:8][CH:9]=1)[CH2:5][OH:6].[C:10](O)(=[O:14])[CH:11]([CH3:13])[CH3:12]. Given the product [C:10]([O:6][CH2:5][C:4]1[CH:7]=[CH:8][CH:9]=[C:2]([CH3:1])[CH:3]=1)(=[O:14])[CH:11]([CH3:13])[CH3:12], predict the reactants needed to synthesize it.